Dataset: Peptide-MHC class II binding affinity with 134,281 pairs from IEDB. Task: Regression. Given a peptide amino acid sequence and an MHC pseudo amino acid sequence, predict their binding affinity value. This is MHC class II binding data. (1) The MHC is HLA-DQA10501-DQB10201 with pseudo-sequence HLA-DQA10501-DQB10201. The binding affinity (normalized) is 0.168. The peptide sequence is VRSGGHDYEGLSYRS. (2) The peptide sequence is STRLRMVTGLRNVPSIQSKGL. The MHC is DRB1_1101 with pseudo-sequence DRB1_1101. The binding affinity (normalized) is 0.320. (3) The peptide sequence is YGSFVRTVSLPVGAD. The MHC is DRB1_0101 with pseudo-sequence DRB1_0101. The binding affinity (normalized) is 0.857. (4) The peptide sequence is GVIIMMIPTVMAFHL. The MHC is DRB1_0802 with pseudo-sequence DRB1_0802. The binding affinity (normalized) is 0.917. (5) The peptide sequence is FEALGFLNEDHWASR. The MHC is HLA-DQA10501-DQB10302 with pseudo-sequence HLA-DQA10501-DQB10302. The binding affinity (normalized) is 0.475. (6) The peptide sequence is EKKYFAAGQFEPLAA. The MHC is HLA-DPA10103-DPB10401 with pseudo-sequence HLA-DPA10103-DPB10401. The binding affinity (normalized) is 1.00. (7) The peptide sequence is KSLFFLDEPLKSVPL. The MHC is DRB4_0101 with pseudo-sequence DRB4_0103. The binding affinity (normalized) is 0.728. (8) The peptide sequence is LFLVLIMLIIFWFSL. The MHC is DRB1_0101 with pseudo-sequence DRB1_0101. The binding affinity (normalized) is 0.508. (9) The peptide sequence is RTEIDKPSQHHHHHH. The MHC is DRB1_0901 with pseudo-sequence DRB1_0901. The binding affinity (normalized) is 0.